Dataset: Reaction yield outcomes from USPTO patents with 853,638 reactions. Task: Predict the reaction yield, written as a fraction of the theoretical maximum amount of product (1.0 means a 100% yield; for example, 0.34 means a 34% yield). (1) The reactants are C(OC(=O)[NH:7][CH2:8][C:9]#[C:10][C:11]1[CH:12]=[C:13]2[C:18](=[CH:19][CH:20]=1)[N:17]=[CH:16][N:15]=[C:14]2[NH:21][C:22]1[CH:23]=[C:24]2[C:28](=[CH:29][CH:30]=1)[N:27]([CH2:31][C:32]1[CH:37]=[CH:36][CH:35]=[C:34]([F:38])[CH:33]=1)[N:26]=[CH:25]2)(C)(C)C.C(O)(C(F)(F)F)=O. The catalyst is C(Cl)Cl. The product is [NH2:7][CH2:8][C:9]#[C:10][C:11]1[CH:12]=[C:13]2[C:18](=[CH:19][CH:20]=1)[N:17]=[CH:16][N:15]=[C:14]2[NH:21][C:22]1[CH:23]=[C:24]2[C:28](=[CH:29][CH:30]=1)[N:27]([CH2:31][C:32]1[CH:37]=[CH:36][CH:35]=[C:34]([F:38])[CH:33]=1)[N:26]=[CH:25]2. The yield is 0.860. (2) The product is [CH:25]1[C:26]2[C:31](=[CH:30][CH:29]=[CH:28][CH:27]=2)[CH:32]=[CH:33][C:24]=1[CH2:23][O:22][CH:10]1[CH:9]([C:6]2[CH:5]=[CH:4][C:3]([CH2:2][S:46][C:47]3[N:52]=[CH:51][CH:50]=[CH:49][N:48]=3)=[CH:8][CH:7]=2)[CH2:14][CH2:13][N:12]([C:15]([O:17][C:18]([CH3:19])([CH3:21])[CH3:20])=[O:16])[CH2:11]1. The reactants are O[CH2:2][C:3]1[CH:8]=[CH:7][C:6]([CH:9]2[CH2:14][CH2:13][N:12]([C:15]([O:17][C:18]([CH3:21])([CH3:20])[CH3:19])=[O:16])[CH2:11][CH:10]2[O:22][CH2:23][C:24]2[CH:33]=[CH:32][C:31]3[C:26](=[CH:27][CH:28]=[CH:29][CH:30]=3)[CH:25]=2)=[CH:5][CH:4]=1.C(N(CC)CC)C.CS(Cl)(=O)=O.[SH:46][C:47]1[N:52]=[CH:51][CH:50]=[CH:49][N:48]=1. The yield is 0.820. The catalyst is O1CCCC1. (3) The reactants are Cl[CH2:2][CH2:3][O:4][C:5]1[CH:6]=[C:7]([NH:11][C:12]2[C:21]3[C:16](=[CH:17][CH:18]=[CH:19][CH:20]=3)[N:15]=[C:14]([CH3:22])[CH:13]=2)[CH:8]=[CH:9][CH:10]=1.C(=O)([O-])[O-].[Na+].[Na+].[C:29]1([S:35]([N:38]2[CH2:43][CH2:42][NH:41][CH2:40][CH2:39]2)(=[O:37])=[O:36])[CH:34]=[CH:33][CH:32]=[CH:31][CH:30]=1. The catalyst is CN(C=O)C. The product is [C:29]1([S:35]([N:38]2[CH2:43][CH2:42][N:41]([CH2:2][CH2:3][O:4][C:5]3[CH:6]=[C:7]([NH:11][C:12]4[C:21]5[C:16](=[CH:17][CH:18]=[CH:19][CH:20]=5)[N:15]=[C:14]([CH3:22])[CH:13]=4)[CH:8]=[CH:9][CH:10]=3)[CH2:40][CH2:39]2)(=[O:37])=[O:36])[CH:34]=[CH:33][CH:32]=[CH:31][CH:30]=1. The yield is 0.0600. (4) The reactants are Br[C:2]1[CH:3]=[N:4][C:5]([N:8]2[CH2:13][CH2:12][CH:11]([C:14]3[CH:15]=[CH:16][C:17]([CH2:20][O:21][C:22]4[CH:27]=[CH:26][C:25]([S:28]([CH3:31])(=[O:30])=[O:29])=[CH:24][CH:23]=4)=[N:18][CH:19]=3)[CH2:10][CH2:9]2)=[N:6][CH:7]=1.[C:32](B1OC(C)(C)C(C)(C)O1)([CH3:34])=[CH2:33].C(=O)([O-])[O-].[Cs+].[Cs+]. The catalyst is CN(C)C=O.O. The product is [C:32]([C:2]1[CH:3]=[N:4][C:5]([N:8]2[CH2:13][CH2:12][CH:11]([C:14]3[CH:15]=[CH:16][C:17]([CH2:20][O:21][C:22]4[CH:27]=[CH:26][C:25]([S:28]([CH3:31])(=[O:30])=[O:29])=[CH:24][CH:23]=4)=[N:18][CH:19]=3)[CH2:10][CH2:9]2)=[N:6][CH:7]=1)([CH3:34])=[CH2:33]. The yield is 0.780. (5) The reactants are N(C(OC(C)(C)C)=O)=NC(OC(C)(C)C)=O.[Cl:17][C:18]1[CH:23]=[CH:22][C:21]([CH:24](O)[CH2:25][C:26]2[N:27]([C:31]([C:44]3[CH:49]=[CH:48][CH:47]=[CH:46][CH:45]=3)([C:38]3[CH:43]=[CH:42][CH:41]=[CH:40][CH:39]=3)[C:32]3[CH:37]=[CH:36][CH:35]=[CH:34][CH:33]=3)[CH:28]=[CH:29][N:30]=2)=[CH:20][CH:19]=1.[C:51]1(=[O:61])[NH:55][C:54](=[O:56])[C:53]2=[CH:57][CH:58]=[CH:59][CH:60]=[C:52]12.C1(P(C2C=CC=CC=2)C2C=CC=CC=2)C=CC=CC=1. The catalyst is C1COCC1. The product is [Cl:17][C:18]1[CH:19]=[CH:20][C:21]([CH:24]([N:55]2[C:51](=[O:61])[C:52]3[C:53](=[CH:57][CH:58]=[CH:59][CH:60]=3)[C:54]2=[O:56])[CH2:25][C:26]2[N:27]([C:31]([C:38]3[CH:39]=[CH:40][CH:41]=[CH:42][CH:43]=3)([C:44]3[CH:45]=[CH:46][CH:47]=[CH:48][CH:49]=3)[C:32]3[CH:37]=[CH:36][CH:35]=[CH:34][CH:33]=3)[CH:28]=[CH:29][N:30]=2)=[CH:22][CH:23]=1. The yield is 1.02.